Dataset: Forward reaction prediction with 1.9M reactions from USPTO patents (1976-2016). Task: Predict the product of the given reaction. (1) Given the reactants [CH3:1][O:2][C:3]1[CH:4]=[C:5]2[C:10](=[CH:11][C:12]=1[O:13][CH3:14])[N:9]=[CH:8][N:7]=[C:6]2[O:15][C:16]1[CH:22]=[CH:21][C:19]([NH2:20])=[C:18]([CH3:23])[CH:17]=1.[F:24][C:25]1[CH:30]=[CH:29][C:28]([N:31]=[C:32]=[O:33])=[CH:27][CH:26]=1, predict the reaction product. The product is: [CH3:1][O:2][C:3]1[CH:4]=[C:5]2[C:10](=[CH:11][C:12]=1[O:13][CH3:14])[N:9]=[CH:8][N:7]=[C:6]2[O:15][C:16]1[CH:22]=[CH:21][C:19]([NH:20][C:32]([NH:31][C:28]2[CH:29]=[CH:30][C:25]([F:24])=[CH:26][CH:27]=2)=[O:33])=[C:18]([CH3:23])[CH:17]=1. (2) Given the reactants [H-].[Na+].C(OP([CH2:11][C:12]([O:14][C:15]([CH3:18])([CH3:17])[CH3:16])=[O:13])(OCC)=O)C.[Cl:19][C:20]1[CH:25]=[CH:24][N:23]=[C:22]([CH:26]=O)[CH:21]=1, predict the reaction product. The product is: [Cl:19][C:20]1[CH:25]=[CH:24][N:23]=[C:22]([CH:26]=[CH:11][C:12]([O:14][C:15]([CH3:16])([CH3:17])[CH3:18])=[O:13])[CH:21]=1.